From a dataset of Full USPTO retrosynthesis dataset with 1.9M reactions from patents (1976-2016). Predict the reactants needed to synthesize the given product. (1) Given the product [C:15]([O:14][C:12](=[O:11])[NH:1][CH2:2][CH2:3][C:4]1[CH:9]=[CH:8][C:7]([OH:10])=[CH:6][CH:5]=1)([CH3:18])([CH3:17])[CH3:16], predict the reactants needed to synthesize it. The reactants are: [NH2:1][CH2:2][CH2:3][C:4]1[CH:9]=[CH:8][C:7]([OH:10])=[CH:6][CH:5]=1.[O:11](C(OC(C)(C)C)=O)[C:12]([O:14][C:15]([CH3:18])([CH3:17])[CH3:16])=O. (2) Given the product [Cl:10][C:11]1[C:1]2[CH2:6][CH2:5][CH2:4][CH2:3][C:2]=2[C:14]([C:15]2[CH:16]=[CH:17][CH:18]=[CH:19][CH:20]=2)=[N:13][N:12]=1, predict the reactants needed to synthesize it. The reactants are: [C:1]1(B(O)O)[CH:6]=[CH:5][CH:4]=[CH:3][CH:2]=1.[Cl:10][C:11]1[C:20]2[CH2:19][CH2:18][CH2:17][CH2:16][C:15]=2[C:14](Cl)=[N:13][N:12]=1.O1CCOCC1.C(=O)([O-])[O-].[Na+].[Na+]. (3) Given the product [Cl:18][C:19]1[CH:20]=[C:21]([CH:22]=[CH:23][C:24]=1[CH:25]([CH3:39])[C:26]([C:32]1[CH:37]=[CH:36][N:35]=[C:34]([Cl:38])[CH:33]=1)([OH:31])[C:27]([F:30])([F:29])[F:28])[O:40][C:6]1[CH:7]=[CH:8][C:3]([C:1]#[N:2])=[N:4][CH:5]=1, predict the reactants needed to synthesize it. The reactants are: [C:1]([C:3]1[CH:8]=[CH:7][C:6](B2OC(C)(C)C(C)(C)O2)=[CH:5][N:4]=1)#[N:2].[Cl:18][C:19]1[CH:20]=[C:21]([OH:40])[CH:22]=[CH:23][C:24]=1[CH:25]([CH3:39])[C:26]([C:32]1[CH:37]=[CH:36][N:35]=[C:34]([Cl:38])[CH:33]=1)([OH:31])[C:27]([F:30])([F:29])[F:28]. (4) Given the product [CH:40]1([C:39]2([C:11]3[C:10]4[CH2:9][C:8]5[C:16](=[CH:17][C:5]([C:1]([CH3:4])([CH3:3])[CH3:2])=[CH:6][CH:7]=5)[C:15]=4[CH:14]=[C:13]([C:18]([CH3:21])([CH3:20])[CH3:19])[CH:12]=3)[CH2:35][CH2:36][CH2:37][CH2:38][CH2:33]2)[CH:41]=[CH:42][CH:43]=[CH:44]1, predict the reactants needed to synthesize it. The reactants are: [C:1]([C:5]1[CH:6]=[CH:7][C:8]2[CH2:9][C:10]3[C:15]([C:16]=2[CH:17]=1)=[CH:14][C:13]([C:18]([CH3:21])([CH3:20])[CH3:19])=[CH:12][CH:11]=3)([CH3:4])([CH3:3])[CH3:2].CCCCCC.[Li]CCCC.[CH:33]1([CH:39]=[C:40]2[CH:44]=[CH:43][CH:42]=[CH:41]2)[CH2:38][CH2:37][CH2:36][CH2:35]C1. (5) The reactants are: [CH3:1][S:2]([N:5]1[CH2:14][CH2:13][C:12]2[C:7](=[CH:8][CH:9]=[C:10]([NH:15][CH2:16][CH2:17][CH2:18][CH:19]3[CH2:24][CH2:23][N:22]([C:25]([O:27][CH:28]([CH3:30])[CH3:29])=[O:26])[CH2:21][CH2:20]3)[CH:11]=2)[CH2:6]1)(=[O:4])=[O:3].CCN(CC)CC.[C:38](Cl)(=[O:40])[CH3:39]. Given the product [CH3:1][S:2]([N:5]1[CH2:14][CH2:13][C:12]2[C:7](=[CH:8][CH:9]=[C:10]([N:15]([CH2:16][CH2:17][CH2:18][CH:19]3[CH2:24][CH2:23][N:22]([C:25]([O:27][CH:28]([CH3:30])[CH3:29])=[O:26])[CH2:21][CH2:20]3)[C:38](=[O:40])[CH3:39])[CH:11]=2)[CH2:6]1)(=[O:3])=[O:4], predict the reactants needed to synthesize it. (6) Given the product [Cl:21][C:22]1[CH:23]=[C:24]([NH:25][C:13]([C:12]2[S:11][CH:10]=[N:9][C:8]=2[CH3:7])=[O:15])[CH:26]=[CH:27][CH:28]=1, predict the reactants needed to synthesize it. The reactants are: C(Cl)(=O)C(Cl)=O.[CH3:7][C:8]1[N:9]=[CH:10][S:11][C:12]=1[C:13]([OH:15])=O.CN(C=O)C.[Cl:21][C:22]1[CH:23]=[C:24]([CH:26]=[CH:27][CH:28]=1)[NH2:25].C(N(CC)CC)C. (7) Given the product [Cl:1][C:2]1[CH:3]=[CH:4][C:5]2[N:11]3[C:12]([C:15]([F:17])([F:18])[F:16])=[N:13][N:14]=[C:10]3[C@@H:9]([CH2:19][N:20]3[N:24]=[N:23][C:22]([CH2:25][CH2:26][C:27]([OH:29])=[O:28])=[N:21]3)[CH2:8][C@H:7]([C:32]3[CH:37]=[CH:36][CH:35]=[C:34]([O:38][CH3:39])[C:33]=3[O:40][CH3:41])[C:6]=2[CH:42]=1, predict the reactants needed to synthesize it. The reactants are: [Cl:1][C:2]1[CH:3]=[CH:4][C:5]2[N:11]3[C:12]([C:15]([F:18])([F:17])[F:16])=[N:13][N:14]=[C:10]3[C@@H:9]([CH2:19][N:20]3[N:24]=[N:23][C:22]([CH2:25][CH2:26][C:27]([O:29]CC)=[O:28])=[N:21]3)[CH2:8][C@H:7]([C:32]3[CH:37]=[CH:36][CH:35]=[C:34]([O:38][CH3:39])[C:33]=3[O:40][CH3:41])[C:6]=2[CH:42]=1.C(=O)([O-])[O-].[K+].[K+].Cl. (8) Given the product [NH2:1][C:2]1[C:3]2[N:9]([CH2:10][CH2:11][NH:12][C:13](=[O:19])[O:14][C:15]([CH3:16])([CH3:18])[CH3:17])[C:30]([CH:29]([C:23]3[CH:24]=[CH:25][C:26]([Cl:28])=[CH:27][C:22]=3[Cl:21])[OH:34])=[N:8][C:4]=2[CH:5]=[CH:6][CH:7]=1, predict the reactants needed to synthesize it. The reactants are: [NH2:1][C:2]1[CH:7]=[CH:6][CH:5]=[C:4]([NH2:8])[C:3]=1[NH:9][CH2:10][CH2:11][NH:12][C:13](=[O:19])[O:14][C:15]([CH3:18])([CH3:17])[CH3:16].Cl.[Cl:21][C:22]1[CH:27]=[C:26]([Cl:28])[CH:25]=[CH:24][C:23]=1[CH:29]([OH:34])[C:30](=N)OC. (9) The reactants are: [NH2:1][C:2]1[C:6]2[CH:7]=[N:8][C:9]([NH:11][C:12]([NH:14][C@@H:15]([C:17]3[CH:22]=[CH:21][CH:20]=[CH:19][CH:18]=3)[CH3:16])=[O:13])=[CH:10][C:5]=2[N:4]([C:23]([C:36]2[CH:41]=[CH:40][CH:39]=[CH:38][CH:37]=2)([C:30]2[CH:35]=[CH:34][CH:33]=[CH:32][CH:31]=2)[C:24]2[CH:29]=[CH:28][CH:27]=[CH:26][CH:25]=2)[N:3]=1.[CH2:42]([N:44]=[C:45]=[O:46])[CH3:43].CCN(C(C)C)C(C)C.[N-]=C=O.C(O)C(N)(CO)CO. Given the product [CH2:42]([NH:44][C:45](=[O:46])[NH:1][C:2]1[C:6]2[CH:7]=[N:8][C:9]([NH:11][C:12]([NH:14][C@@H:15]([C:17]3[CH:22]=[CH:21][CH:20]=[CH:19][CH:18]=3)[CH3:16])=[O:13])=[CH:10][C:5]=2[N:4]([C:23]([C:24]2[CH:25]=[CH:26][CH:27]=[CH:28][CH:29]=2)([C:36]2[CH:41]=[CH:40][CH:39]=[CH:38][CH:37]=2)[C:30]2[CH:31]=[CH:32][CH:33]=[CH:34][CH:35]=2)[N:3]=1)[CH3:43], predict the reactants needed to synthesize it. (10) Given the product [Cl:29][C:30]1[CH:35]=[CH:34][C:33]([C:2]2[C:7]([C@@H:8]3[CH2:10][C@H:9]3[NH:11][C:12](=[O:18])[O:13][C:14]([CH3:17])([CH3:15])[CH3:16])=[CH:6][CH:5]=[C:4]([C:19]3[CH:24]=[CH:23][CH:22]=[C:21]([C:25]([F:28])([F:27])[F:26])[CH:20]=3)[N:3]=2)=[CH:32][CH:31]=1, predict the reactants needed to synthesize it. The reactants are: Cl[C:2]1[C:7]([C@@H:8]2[CH2:10][C@H:9]2[NH:11][C:12](=[O:18])[O:13][C:14]([CH3:17])([CH3:16])[CH3:15])=[CH:6][CH:5]=[C:4]([C:19]2[CH:24]=[CH:23][CH:22]=[C:21]([C:25]([F:28])([F:27])[F:26])[CH:20]=2)[N:3]=1.[Cl:29][C:30]1[CH:35]=[CH:34][C:33](B(O)O)=[CH:32][CH:31]=1.C([O-])([O-])=O.[K+].[K+].